From a dataset of Catalyst prediction with 721,799 reactions and 888 catalyst types from USPTO. Predict which catalyst facilitates the given reaction. (1) Reactant: [SH:1][CH2:2][CH2:3][C:4]1[CH:9]=[CH:8][C:7]([CH2:10][CH2:11][C:12]2[N:13]=[C:14]([NH:17][C:18](=[O:20])[CH3:19])[S:15][CH:16]=2)=[CH:6][CH:5]=1.[C:21](N1C=CN=C1)(N1C=CN=C1)=[O:22].[C:33]([O:37][C:38]([CH3:41])([CH3:40])[CH3:39])(=[O:36])[NH:34][NH2:35].Cl. Product: [C:18]([NH:17][C:14]1[S:15][CH:16]=[C:12]([CH2:11][CH2:10][C:7]2[CH:8]=[CH:9][C:4]([CH2:3][CH2:2][S:1][C:21]([NH:35][NH:34][C:33]([O:37][C:38]([CH3:41])([CH3:40])[CH3:39])=[O:36])=[O:22])=[CH:5][CH:6]=2)[N:13]=1)(=[O:20])[CH3:19]. The catalyst class is: 355. (2) Reactant: [C:1]([O:5][C:6]([CH:8]1[CH2:13][CH2:12][N:11]([C:14]2[C:15]([C:27]3[CH:32]=[CH:31][CH:30]=[CH:29][CH:28]=3)=[N:16][C:17]3[C:22]([N:23]=2)=[CH:21][C:20]([C:24]([OH:26])=[O:25])=[CH:19][CH:18]=3)[CH2:10][CH2:9]1)=[O:7])([CH3:4])([CH3:3])[CH3:2].[C:33](=O)([O-])[O-].[K+].[K+].CI. Product: [C:1]([O:5][C:6]([CH:8]1[CH2:9][CH2:10][N:11]([C:14]2[C:15]([C:27]3[CH:32]=[CH:31][CH:30]=[CH:29][CH:28]=3)=[N:16][C:17]3[C:22]([N:23]=2)=[CH:21][C:20]([C:24]([O:26][CH3:33])=[O:25])=[CH:19][CH:18]=3)[CH2:12][CH2:13]1)=[O:7])([CH3:4])([CH3:2])[CH3:3]. The catalyst class is: 9. (3) Reactant: [C:1]([O:5][C:6]([N:8]1[C:16]2[C:11](=[CH:12][CH:13]=[CH:14][CH:15]=2)[C:10]([CH2:17][OH:18])=[CH:9]1)=[O:7])([CH3:4])([CH3:3])[CH3:2].C(N(CC)CC)C.[CH3:26][S:27](Cl)(=[O:29])=[O:28]. Product: [C:1]([O:5][C:6]([N:8]1[C:16]2[C:11](=[CH:12][CH:13]=[CH:14][CH:15]=2)[C:10]([CH2:17][O:18][S:27]([CH3:26])(=[O:29])=[O:28])=[CH:9]1)=[O:7])([CH3:4])([CH3:2])[CH3:3]. The catalyst class is: 4. (4) Reactant: [NH2:1][C:2]1[C:3]([C:15]([NH2:17])=[O:16])=[CH:4][C:5]2[C:13]3[C:8](=[CH:9][CH:10]=[CH:11][CH:12]=3)[NH:7][C:6]=2[N:14]=1.P([O-])([O-])([O-])=O.[K+].[K+].[K+].N[C@@H:27]1[CH2:32][CH2:31][CH2:30]C[C@H:28]1[NH2:33].BrC1C=NC=CC=1. Product: [NH2:1][C:2]1[C:3]([C:15]([NH2:17])=[O:16])=[CH:4][C:5]2[C:13]3[C:8](=[CH:9][CH:10]=[CH:11][CH:12]=3)[N:7]([C:27]3[CH:28]=[N:33][CH:30]=[CH:31][CH:32]=3)[C:6]=2[N:14]=1. The catalyst class is: 321. (5) Reactant: [NH2:1][C:2]1[CH:3]=[C:4]([CH:25]=[CH:26][CH:27]=1)[O:5][C:6]1[CH:14]=[C:13]([F:15])[CH:12]=[C:11]([NH:16][C:17]2[CH:22]=[CH:21][C:20]([I:23])=[CH:19][C:18]=2[F:24])[C:7]=1[C:8]([NH2:10])=[O:9].C(N(CC)CC)C.[CH2:35]([S:37](Cl)(=[O:39])=[O:38])[CH3:36]. Product: [CH2:35]([S:37]([NH:1][C:2]1[CH:3]=[C:4]([CH:25]=[CH:26][CH:27]=1)[O:5][C:6]1[CH:14]=[C:13]([F:15])[CH:12]=[C:11]([NH:16][C:17]2[CH:22]=[CH:21][C:20]([I:23])=[CH:19][C:18]=2[F:24])[C:7]=1[C:8]([NH2:10])=[O:9])(=[O:39])=[O:38])[CH3:36]. The catalyst class is: 56. (6) Reactant: [CH3:1][C:2]1[NH:3][C:4]2[C:9]([CH:10]=1)=[C:8]([S:11]([CH3:14])(=[O:13])=[O:12])[CH:7]=[CH:6][CH:5]=2.[CH2:15]([NH:22][C:23]1[C:32]2[CH2:31][CH2:30][CH2:29][CH2:28][C:27]=2[N:26]=[C:25](Cl)[N:24]=1)[C:16]1[CH:21]=[CH:20][CH:19]=[CH:18][CH:17]=1.CC(C1C=C(C(C)C)C(C2C=CC=CC=2P(C2CCCCC2)C2CCCCC2)=C(C(C)C)C=1)C.C([O-])([O-])=O.[Cs+].[Cs+]. Product: [CH2:15]([NH:22][C:23]1[C:32]2[CH2:31][CH2:30][CH2:29][CH2:28][C:27]=2[N:26]=[C:25]([N:3]2[C:4]3[C:9](=[C:8]([S:11]([CH3:14])(=[O:13])=[O:12])[CH:7]=[CH:6][CH:5]=3)[CH:10]=[C:2]2[CH3:1])[N:24]=1)[C:16]1[CH:17]=[CH:18][CH:19]=[CH:20][CH:21]=1. The catalyst class is: 62.